This data is from CYP1A2 inhibition data for predicting drug metabolism from PubChem BioAssay. The task is: Regression/Classification. Given a drug SMILES string, predict its absorption, distribution, metabolism, or excretion properties. Task type varies by dataset: regression for continuous measurements (e.g., permeability, clearance, half-life) or binary classification for categorical outcomes (e.g., BBB penetration, CYP inhibition). Dataset: cyp1a2_veith. The compound is O=C(COc1ccc2ccccc2c1Br)NNC(=O)Nc1ccccc1. The result is 1 (inhibitor).